This data is from NCI-60 drug combinations with 297,098 pairs across 59 cell lines. The task is: Regression. Given two drug SMILES strings and cell line genomic features, predict the synergy score measuring deviation from expected non-interaction effect. (1) Drug 1: CC1=C(C(CCC1)(C)C)C=CC(=CC=CC(=CC(=O)O)C)C. Drug 2: CC1C(C(CC(O1)OC2CC(CC3=C2C(=C4C(=C3O)C(=O)C5=CC=CC=C5C4=O)O)(C(=O)C)O)N)O. Cell line: HS 578T. Synergy scores: CSS=50.0, Synergy_ZIP=-4.08, Synergy_Bliss=-2.66, Synergy_Loewe=3.56, Synergy_HSA=5.27. (2) Drug 1: CC1=CC2C(CCC3(C2CCC3(C(=O)C)OC(=O)C)C)C4(C1=CC(=O)CC4)C. Drug 2: C1=NC2=C(N1)C(=S)N=C(N2)N. Cell line: M14. Synergy scores: CSS=26.7, Synergy_ZIP=2.43, Synergy_Bliss=2.01, Synergy_Loewe=-16.7, Synergy_HSA=0.776. (3) Drug 1: C1CCC(CC1)NC(=O)N(CCCl)N=O. Drug 2: CN(C)N=NC1=C(NC=N1)C(=O)N. Cell line: NCI-H322M. Synergy scores: CSS=-9.97, Synergy_ZIP=-0.140, Synergy_Bliss=-8.82, Synergy_Loewe=-14.3, Synergy_HSA=-11.8. (4) Drug 1: CC1=C2C(C(=O)C3(C(CC4C(C3C(C(C2(C)C)(CC1OC(=O)C(C(C5=CC=CC=C5)NC(=O)OC(C)(C)C)O)O)OC(=O)C6=CC=CC=C6)(CO4)OC(=O)C)OC)C)OC. Drug 2: C1C(C(OC1N2C=NC3=C2NC=NCC3O)CO)O. Cell line: SW-620. Synergy scores: CSS=23.6, Synergy_ZIP=-6.10, Synergy_Bliss=-10.1, Synergy_Loewe=-43.4, Synergy_HSA=-10.5. (5) Drug 1: CC(C1=C(C=CC(=C1Cl)F)Cl)OC2=C(N=CC(=C2)C3=CN(N=C3)C4CCNCC4)N. Drug 2: C1C(C(OC1N2C=NC(=NC2=O)N)CO)O. Cell line: SK-OV-3. Synergy scores: CSS=1.32, Synergy_ZIP=0.247, Synergy_Bliss=3.33, Synergy_Loewe=-0.670, Synergy_HSA=1.76. (6) Drug 1: CS(=O)(=O)C1=CC(=C(C=C1)C(=O)NC2=CC(=C(C=C2)Cl)C3=CC=CC=N3)Cl. Drug 2: CNC(=O)C1=CC=CC=C1SC2=CC3=C(C=C2)C(=NN3)C=CC4=CC=CC=N4. Cell line: MCF7. Synergy scores: CSS=2.60, Synergy_ZIP=-2.62, Synergy_Bliss=3.79, Synergy_Loewe=1.34, Synergy_HSA=3.43. (7) Drug 1: CNC(=O)C1=CC=CC=C1SC2=CC3=C(C=C2)C(=NN3)C=CC4=CC=CC=N4. Drug 2: CC1=CC2C(CCC3(C2CCC3(C(=O)C)OC(=O)C)C)C4(C1=CC(=O)CC4)C. Cell line: OVCAR3. Synergy scores: CSS=-6.59, Synergy_ZIP=3.11, Synergy_Bliss=-3.78, Synergy_Loewe=-6.36, Synergy_HSA=-8.42. (8) Drug 1: CC1C(C(CC(O1)OC2CC(OC(C2O)C)OC3=CC4=CC5=C(C(=O)C(C(C5)C(C(=O)C(C(C)O)O)OC)OC6CC(C(C(O6)C)O)OC7CC(C(C(O7)C)O)OC8CC(C(C(O8)C)O)(C)O)C(=C4C(=C3C)O)O)O)O. Drug 2: CC1C(C(CC(O1)OC2CC(CC3=C2C(=C4C(=C3O)C(=O)C5=C(C4=O)C(=CC=C5)OC)O)(C(=O)CO)O)N)O.Cl. Cell line: SNB-19. Synergy scores: CSS=52.0, Synergy_ZIP=5.86, Synergy_Bliss=5.79, Synergy_Loewe=3.49, Synergy_HSA=7.46.